From a dataset of M1 muscarinic receptor antagonist screen with 61,756 compounds. Binary Classification. Given a drug SMILES string, predict its activity (active/inactive) in a high-throughput screening assay against a specified biological target. (1) The compound is O=C(N1CCN(CC1)c1ccccc1)C1C(N(C(=O)c2c1cccc2)C)c1ccc(OC)cc1. The result is 0 (inactive). (2) The drug is O(C(=O)N1CCN(CC1)Cc1n(c2c(n1)n(c(=O)n(c2=O)C)C)Cc1c(cccc1)C)CC. The result is 0 (inactive).